This data is from Full USPTO retrosynthesis dataset with 1.9M reactions from patents (1976-2016). The task is: Predict the reactants needed to synthesize the given product. (1) Given the product [CH2:24]([C:28]1[N:32]([C:33]2[CH:38]=[CH:37][CH:36]=[CH:35][CH:34]=2)[N:31]=[C:30]([CH2:39][NH:21][CH2:20][CH2:19][N:16]2[CH2:15][CH2:14][N:13]([CH:6]([C:7]3[CH:8]=[CH:9][CH:10]=[CH:11][CH:12]=3)[C:5]3[CH:4]=[CH:3][C:2]([Cl:1])=[CH:23][CH:22]=3)[CH2:18][CH2:17]2)[CH:29]=1)[CH:25]([CH3:27])[CH3:26], predict the reactants needed to synthesize it. The reactants are: [Cl:1][C:2]1[CH:23]=[CH:22][C:5]([CH:6]([N:13]2[CH2:18][CH2:17][N:16]([CH2:19][CH2:20][NH2:21])[CH2:15][CH2:14]2)[C:7]2[CH:12]=[CH:11][CH:10]=[CH:9][CH:8]=2)=[CH:4][CH:3]=1.[CH2:24]([C:28]1[N:32]([C:33]2[CH:38]=[CH:37][CH:36]=[CH:35][CH:34]=2)[N:31]=[C:30]([CH:39]=O)[CH:29]=1)[CH:25]([CH3:27])[CH3:26]. (2) Given the product [CH2:23]([O:24][C:25](=[O:26])[CH2:27][C:13]1([C:15]#[N:16])[C:14]2[CH:1]=[CH:2][CH:3]=[CH:4][C:5]=2[O:6][C:7]2[C:12]1=[CH:11][CH:10]=[CH:9][CH:8]=2)[CH3:22], predict the reactants needed to synthesize it. The reactants are: [CH:1]1[C:14]2[CH:13]([C:15]#[N:16])[C:12]3[C:7](=[CH:8][CH:9]=[CH:10][CH:11]=3)[O:6][C:5]=2[CH:4]=[CH:3][CH:2]=1.C([Li])CCC.[CH3:22][CH2:23][O:24][C:25]([CH2:27]Br)=[O:26]. (3) Given the product [NH2:7][CH:8]1[CH2:13][CH2:12][N:11]([C:14]2[N:15]([CH3:32])[C:16](=[O:31])[C:17]([C:22]3[CH:27]=[CH:26][C:25]([O:28][CH3:29])=[C:24]([F:30])[CH:23]=3)=[C:18]([C:20]#[N:21])[N:19]=2)[CH2:10][CH2:9]1, predict the reactants needed to synthesize it. The reactants are: C(OC(=O)[NH:7][CH:8]1[CH2:13][CH2:12][N:11]([C:14]2[N:15]([CH3:32])[C:16](=[O:31])[C:17]([C:22]3[CH:27]=[CH:26][C:25]([O:28][CH3:29])=[C:24]([F:30])[CH:23]=3)=[C:18]([C:20]#[N:21])[N:19]=2)[CH2:10][CH2:9]1)(C)(C)C.Cl. (4) Given the product [CH2:20]([N:19]([CH2:22][CH3:23])[C:17]([C@:15]1([C:24]2[CH:29]=[CH:28][CH:27]=[CH:26][CH:25]=2)[CH2:16][C@@H:14]1[CH2:13][NH:12][C:10]1[C:9]2[C:4](=[CH:5][CH:6]=[CH:7][CH:8]=2)[N:3]=[C:2]([C:36]2[C:31]([CH3:30])=[CH:32][C:33]3[N:34]([CH:40]=[CH:41][N:42]=3)[CH:35]=2)[N:11]=1)=[O:18])[CH3:21], predict the reactants needed to synthesize it. The reactants are: Cl[C:2]1[N:11]=[C:10]([NH:12][CH2:13][CH:14]2[CH2:16][C@@:15]2([C:24]2[CH:29]=[CH:28][CH:27]=[CH:26][CH:25]=2)[C:17]([N:19]([CH2:22][CH3:23])[CH2:20][CH3:21])=[O:18])[C:9]2[C:4](=[CH:5][CH:6]=[CH:7][CH:8]=2)[N:3]=1.[CH3:30][C:31]1[C:36](B(O)O)=[CH:35][N:34]2[CH:40]=[CH:41][N:42]=[C:33]2[CH:32]=1.C(NC1C2C(=CC=CC=2)N=C(C2SC3C=CC=CC=3C=2)N=1)(C1C=CC=CC=1)C1C=CC=CC=1. (5) Given the product [I:18][C:5]1[C:6]2[C:11](=[CH:10][CH:9]=[CH:8][CH:7]=2)[C:2]([Br:1])=[CH:3][CH:4]=1, predict the reactants needed to synthesize it. The reactants are: [Br:1][C:2]1[C:11]2[C:6](=[CH:7][CH:8]=[CH:9][CH:10]=2)[C:5](Br)=[CH:4][CH:3]=1.[Li]CCCC.[I:18]I. (6) Given the product [NH2:15][C:14]1[C:9]([OH:8])=[C:10]([CH2:18][CH2:19][C@H:20]([OH:31])[C@@H:21]([O:23][Si:24]([C:27]([CH3:29])([CH3:28])[CH3:30])([CH3:26])[CH3:25])[CH3:22])[CH:11]=[CH:12][CH:13]=1, predict the reactants needed to synthesize it. The reactants are: C([O:8][C:9]1[C:14]([N+:15]([O-])=O)=[CH:13][CH:12]=[CH:11][C:10]=1[CH:18]=[CH:19][C@H:20]([OH:31])[C@@H:21]([O:23][Si:24]([C:27]([CH3:30])([CH3:29])[CH3:28])([CH3:26])[CH3:25])[CH3:22])C1C=CC=CC=1. (7) Given the product [F:1][C:2]1[C:3]2[CH2:11][O:12][CH2:13][O:10][C:4]=2[C:5]([O:8][CH3:9])=[CH:6][CH:7]=1, predict the reactants needed to synthesize it. The reactants are: [F:1][C:2]1[C:3]([CH2:11][OH:12])=[C:4]([OH:10])[C:5]([O:8][CH3:9])=[CH:6][CH:7]=1.[C:13](O)(=O)C.FC1C(OCCF)=CC(OC)=CC=1C(NC1C=CC(C(N)=N)=CC=1)C1NC(=O)N(C2N=CC=CN=2)N=1.[H-].[Na+].BrCCl.[I-].[Na+].[Cl-].[NH4+]. (8) The reactants are: Br[C:2]1[CH:3]=[C:4]([C:8]([N:10]=[S@:11]([CH2:19][CH2:20][CH2:21][CH2:22][C:23]([O:25][CH3:26])=[O:24])([C:13]2[CH:18]=[CH:17][CH:16]=[CH:15][CH:14]=2)=[O:12])=[O:9])[CH:5]=[N:6][CH:7]=1.[C:27]([C:29]1[CH:30]=[C:31]([NH:35][C:36]([C:38]2[N:42]([CH3:43])[N:41]=[C:40]([CH3:44])[CH:39]=2)=[O:37])[CH:32]=[CH:33][CH:34]=1)#[CH:28].C(N(CC)CC)C.C1(P(C2C=CC=CC=2)C2C=CC=CC=2)C=CC=CC=1. Given the product [CH3:43][N:42]1[C:38]([C:36]([NH:35][C:31]2[CH:30]=[C:29]([C:27]#[C:28][C:2]3[CH:3]=[C:4]([C:8]([N:10]=[S@:11]([CH2:19][CH2:20][CH2:21][CH2:22][C:23]([O:25][CH3:26])=[O:24])([C:13]4[CH:18]=[CH:17][CH:16]=[CH:15][CH:14]=4)=[O:12])=[O:9])[CH:5]=[N:6][CH:7]=3)[CH:34]=[CH:33][CH:32]=2)=[O:37])=[CH:39][C:40]([CH3:44])=[N:41]1, predict the reactants needed to synthesize it. (9) Given the product [Br:1][C:2]1[CH:3]=[CH:4][C:5]([C:8]2[CH2:12][C@@H:11]([CH2:13][O:14][CH2:15][CH2:16][NH:17][C:29](=[O:30])[CH3:28])[O:10][N:9]=2)=[N:6][CH:7]=1, predict the reactants needed to synthesize it. The reactants are: [Br:1][C:2]1[CH:3]=[CH:4][C:5]([C:8]2[CH2:12][C@@H:11]([CH2:13][O:14][CH2:15][CH2:16][NH2:17])[O:10][N:9]=2)=[N:6][CH:7]=1.N1C=CC=CC=1.CS([CH2:28][C:29](OC(=O)CS(C)(=O)=O)=[O:30])(=O)=O.